Task: Predict the reactants needed to synthesize the given product.. Dataset: Full USPTO retrosynthesis dataset with 1.9M reactions from patents (1976-2016) (1) Given the product [C:1]([O:5][C:6]([NH:8][C:9]1[O:17][C:16]2[C:11](=[N:12][CH:13]=[C:14]([CH:18]([CH3:19])[CH3:20])[CH:15]=2)[C:10]=1[C:21]([NH:24][C:25]1[CH:26]=[N:27][CH:28]=[CH:29][C:30]=1[C@@H:31]1[CH2:36][C@H:35]([CH3:37])[CH2:34][C@H:33]([NH:38][C:39](=[O:45])[O:40][C:41]([CH3:44])([CH3:43])[CH3:42])[CH2:32]1)=[O:23])=[O:7])([CH3:2])([CH3:4])[CH3:3], predict the reactants needed to synthesize it. The reactants are: [C:1]([O:5][C:6]([NH:8][C:9]1[O:17][C:16]2[C:11](=[N:12][CH:13]=[C:14]([CH:18]([CH3:20])[CH3:19])[CH:15]=2)[C:10]=1[C:21]([OH:23])=O)=[O:7])([CH3:4])([CH3:3])[CH3:2].[NH2:24][C:25]1[CH:26]=[N:27][CH:28]=[CH:29][C:30]=1[C@@H:31]1[CH2:36][C@H:35]([CH3:37])[CH2:34][C@H:33]([NH:38][C:39](=[O:45])[O:40][C:41]([CH3:44])([CH3:43])[CH3:42])[CH2:32]1.CN(C(ON1N=NC2C=CC=NC1=2)=[N+](C)C)C.F[P-](F)(F)(F)(F)F.CCN(C(C)C)C(C)C. (2) Given the product [C:1]([CH2:3][CH:4]([N:26]1[CH:30]=[C:29]([C:31]2[C:32]3[CH:39]=[CH:38][NH:37][C:33]=3[N:34]=[CH:35][N:36]=2)[CH:28]=[N:27]1)[CH2:5][N:6]1[CH2:11][CH2:10][N:9]([C:12]([C:14]2[CH:21]=[CH:20][C:17]([C:18]#[N:19])=[CH:16][C:15]=2[F:22])=[O:13])[CH2:8][CH:7]1[CH2:23][O:24][CH3:25])#[N:2], predict the reactants needed to synthesize it. The reactants are: [C:1]([CH2:3][CH:4]([N:26]1[CH:30]=[C:29]([C:31]2[C:32]3[CH:39]=[CH:38][N:37](COCC[Si](C)(C)C)[C:33]=3[N:34]=[CH:35][N:36]=2)[CH:28]=[N:27]1)[CH2:5][N:6]1[CH2:11][CH2:10][N:9]([C:12]([C:14]2[CH:21]=[CH:20][C:17]([C:18]#[N:19])=[CH:16][C:15]=2[F:22])=[O:13])[CH2:8][CH:7]1[CH2:23][O:24][CH3:25])#[N:2].C(Cl)Cl. (3) The reactants are: [Br:1][C:2]1[C:3]([N:17]2[CH2:22][CH2:21][CH2:20][C@@H:19]([NH:23]C(=O)OC(C)(C)C)[CH2:18]2)=[C:4]2[C:10]([NH:11][C:12](=[O:16])[CH2:13][CH2:14][F:15])=[CH:9][NH:8][C:5]2=[N:6][CH:7]=1.C(O)(C(F)(F)F)=O.C(Cl)[Cl:39]. Given the product [ClH:39].[NH2:23][C@@H:19]1[CH2:20][CH2:21][CH2:22][N:17]([C:3]2[C:2]([Br:1])=[CH:7][N:6]=[C:5]3[NH:8][CH:9]=[C:10]([NH:11][C:12](=[O:16])[CH2:13][CH2:14][F:15])[C:4]=23)[CH2:18]1, predict the reactants needed to synthesize it. (4) Given the product [NH:7]=[C:8]1[CH:13]=[CH:12][CH:11]=[CH:10][N:9]1[CH2:14][CH2:15][O:16][C:17]1[CH:18]=[CH:19][C:20]([C:21]([OH:23])=[O:22])=[CH:25][CH:26]=1, predict the reactants needed to synthesize it. The reactants are: [OH-].[Na+].FC(F)(F)C([N:7]=[C:8]1[CH:13]=[CH:12][CH:11]=[CH:10][N:9]1[CH2:14][CH2:15][O:16][C:17]1[CH:26]=[CH:25][C:20]([C:21]([O:23]C)=[O:22])=[CH:19][CH:18]=1)=O. (5) Given the product [C:1]([SiH2:5][O:6][C:7]([CH3:21])([CH3:20])[C:8]1[CH:9]=[CH:10][CH:11]=[C:12]2[C:17]=1[C:16]([CH:18]=[O:19])=[CH:15][CH:14]=[CH:13]2)([CH3:4])([CH3:2])[CH3:3], predict the reactants needed to synthesize it. The reactants are: [C:1]([SiH2:5][O:6][C:7]([CH3:21])([CH3:20])[C:8]1[CH:9]=[CH:10][CH:11]=[C:12]2[C:17]=1[C:16]([CH2:18][OH:19])=[CH:15][CH:14]=[CH:13]2)([CH3:4])([CH3:3])[CH3:2].CC(OI1(OC(C)=O)(OC(C)=O)OC(=O)C2C1=CC=CC=2)=O. (6) Given the product [N+:8]([C:3]1[CH:4]=[N:5][CH:6]=[CH:7][C:2]=1[NH:11][CH2:12][C@@H:13]1[CH2:17][CH2:16][N:15]([C:18]([O:20][C:21]([CH3:24])([CH3:23])[CH3:22])=[O:19])[CH2:14]1)([O-:10])=[O:9], predict the reactants needed to synthesize it. The reactants are: Cl[C:2]1[CH:7]=[CH:6][N:5]=[CH:4][C:3]=1[N+:8]([O-:10])=[O:9].[NH2:11][CH2:12][C@@H:13]1[CH2:17][CH2:16][N:15]([C:18]([O:20][C:21]([CH3:24])([CH3:23])[CH3:22])=[O:19])[CH2:14]1.C(N(CC)CC)C.